This data is from Forward reaction prediction with 1.9M reactions from USPTO patents (1976-2016). The task is: Predict the product of the given reaction. (1) Given the reactants [C:1]([O:6][CH2:7][CH3:8])(=[O:5])[CH:2]([CH3:4])[CH3:3].C([N-]C(C)C)(C)C.[Li+].[Br:17][CH2:18][CH2:19][CH2:20]Br, predict the reaction product. The product is: [Br:17][CH2:18][CH2:19][CH2:20][C:2]([CH3:4])([CH3:3])[C:1]([O:6][CH2:7][CH3:8])=[O:5]. (2) The product is: [OH:21][CH:19]1[CH2:20][C:10]([C:7]2[CH:6]=[CH:5][C:4]([O:3][C:2]([F:13])([F:14])[F:1])=[CH:9][CH:8]=2)([C:11]#[N:12])[CH2:17]1. Given the reactants [F:1][C:2]([F:14])([F:13])[O:3][C:4]1[CH:9]=[CH:8][C:7]([CH2:10][C:11]#[N:12])=[CH:6][CH:5]=1.C[Li].[CH2:17]([CH:19]1[O:21][CH2:20]1)Br.C[Mg]Br, predict the reaction product.